Task: Regression/Classification. Given a drug SMILES string, predict its absorption, distribution, metabolism, or excretion properties. Task type varies by dataset: regression for continuous measurements (e.g., permeability, clearance, half-life) or binary classification for categorical outcomes (e.g., BBB penetration, CYP inhibition). Dataset: rlm.. Dataset: Rat liver microsome stability data (1) The compound is Cc1sc2ccccc2c1[C@@H]1C=CN=CN1. The result is 1 (stable in rat liver microsomes). (2) The molecule is COc1ccccc1S(=O)(=O)Nc1cnccc1C(=O)Nc1nc(-c2ccccc2)cs1. The result is 1 (stable in rat liver microsomes). (3) The result is 1 (stable in rat liver microsomes). The drug is CC1CCc2ccc(F)cc2N1S(=O)(=O)c1cccs1. (4) The result is 1 (stable in rat liver microsomes). The drug is CCCCOc1nc(N)c2c(n1)N(Cc1cccc(CN3CCCC3)c1)CC(=O)N2. (5) The compound is CCOC(=O)Nc1ccc(NCc2ccc(F)cc2)nc1N. The result is 0 (unstable in rat liver microsomes). (6) The compound is O=C1CCCC2=C1C(c1[nH]ncc1Cl)NC(Nc1nc3cc(F)ccc3o1)=N2. The result is 1 (stable in rat liver microsomes). (7) The drug is C[C@@H]1CCCN1CCCOc1ccc(C(=O)CN2CCN(C(=O)c3ccccc3)CC2)cc1. The result is 0 (unstable in rat liver microsomes).